Dataset: Full USPTO retrosynthesis dataset with 1.9M reactions from patents (1976-2016). Task: Predict the reactants needed to synthesize the given product. (1) The reactants are: C(O[C:5](=[O:7])[CH3:6])(=O)C.[F:8][C:9]1[CH:15]=[CH:14][CH:13]=[CH:12][C:10]=1[NH2:11]. Given the product [C:5]([NH:11][C:10]1[CH:12]=[CH:13][CH:14]=[CH:15][C:9]=1[F:8])(=[O:7])[CH3:6], predict the reactants needed to synthesize it. (2) Given the product [CH:6]([N:19]1[CH2:22][C:21]([CH:1]2[CH2:3][CH2:2]2)([OH:23])[CH2:20]1)([C:13]1[CH:18]=[CH:17][CH:16]=[CH:15][CH:14]=1)[C:7]1[CH:8]=[CH:9][CH:10]=[CH:11][CH:12]=1, predict the reactants needed to synthesize it. The reactants are: [CH:1]1([Mg]Br)[CH2:3][CH2:2]1.[CH:6]([N:19]1[CH2:22][C:21](=[O:23])[CH2:20]1)([C:13]1[CH:18]=[CH:17][CH:16]=[CH:15][CH:14]=1)[C:7]1[CH:12]=[CH:11][CH:10]=[CH:9][CH:8]=1.C(=O)(O)[O-].[Na+]. (3) Given the product [CH3:22][C:21]([CH3:24])([CH3:23])[C:20]([O:19][C:8]1[CH:7]=[C:6]([CH2:5][C@H:4]([NH:26][C:28](=[O:34])[CH2:29][CH2:30][C:31]([OH:33])=[O:32])[C:3]([O:2][CH3:1])=[O:27])[CH:11]=[CH:10][C:9]=1[O:12][C:13](=[O:18])[C:14]([CH3:17])([CH3:16])[CH3:15])=[O:25], predict the reactants needed to synthesize it. The reactants are: [CH3:1][O:2][C:3](=[O:27])[C@@H:4]([NH2:26])[CH2:5][C:6]1[CH:11]=[CH:10][C:9]([O:12][C:13](=[O:18])[C:14]([CH3:17])([CH3:16])[CH3:15])=[C:8]([O:19][C:20](=[O:25])[C:21]([CH3:24])([CH3:23])[CH3:22])[CH:7]=1.[C:28]1(=[O:34])[O:33][C:31](=[O:32])[CH2:30][CH2:29]1. (4) Given the product [OH:8][C:9]1[CH:14]=[CH:13][C:12]([C:15]2[CH:20]=[CH:19][C:18]([O:21][C:22]([F:23])([F:24])[F:25])=[CH:17][CH:16]=2)=[CH:11][CH:10]=1, predict the reactants needed to synthesize it. The reactants are: C([O:8][C:9]1[CH:14]=[CH:13][C:12]([C:15]2[CH:20]=[CH:19][C:18]([O:21][C:22]([F:25])([F:24])[F:23])=[CH:17][CH:16]=2)=[CH:11][CH:10]=1)C1C=CC=CC=1.[H][H]. (5) Given the product [Br:1][C:2]1[CH:3]=[CH:4][C:5]([CH:14]([OH:15])[C:20]([F:23])([F:22])[F:21])=[C:6]([C:8]2[CH:13]=[CH:12][CH:11]=[CH:10][CH:9]=2)[CH:7]=1, predict the reactants needed to synthesize it. The reactants are: [Br:1][C:2]1[CH:7]=[C:6]([C:8]2[CH:13]=[CH:12][CH:11]=[CH:10][CH:9]=2)[C:5]([CH:14]=[O:15])=[CH:4][CH:3]=1.[Si]([C:20]([F:23])([F:22])[F:21])(C)(C)C.CCCC[N+](CCCC)(CCCC)CCCC.[F-].Cl. (6) Given the product [N:1]1[CH:6]=[CH:5][C:4]([CH2:7][N:8]2[CH2:13][CH2:12][NH:11][CH2:10][CH2:9]2)=[CH:3][CH:2]=1.[C:21]([OH:27])([C:23]([F:26])([F:25])[F:24])=[O:22], predict the reactants needed to synthesize it. The reactants are: [N:1]1[CH:6]=[CH:5][C:4]([CH2:7][N:8]2[CH2:13][CH2:12][N:11](C(OC(C)(C)C)=O)[CH2:10][CH2:9]2)=[CH:3][CH:2]=1.[C:21]([OH:27])([C:23]([F:26])([F:25])[F:24])=[O:22].C(Cl)Cl.